Dataset: Peptide-MHC class II binding affinity with 134,281 pairs from IEDB. Task: Regression. Given a peptide amino acid sequence and an MHC pseudo amino acid sequence, predict their binding affinity value. This is MHC class II binding data. The peptide sequence is AVVGLSMAASSALTL. The MHC is DRB1_1101 with pseudo-sequence DRB1_1101. The binding affinity (normalized) is 0.118.